This data is from Peptide-MHC class I binding affinity with 185,985 pairs from IEDB/IMGT. The task is: Regression. Given a peptide amino acid sequence and an MHC pseudo amino acid sequence, predict their binding affinity value. This is MHC class I binding data. (1) The peptide sequence is EEFLQCGRL. The MHC is HLA-B07:02 with pseudo-sequence HLA-B07:02. The binding affinity (normalized) is 0.0847. (2) The peptide sequence is GILSNYVKT. The MHC is HLA-A02:01 with pseudo-sequence HLA-A02:01. The binding affinity (normalized) is 0. (3) The peptide sequence is HMVVKSALL. The MHC is HLA-A01:01 with pseudo-sequence HLA-A01:01. The binding affinity (normalized) is 0.111. (4) The peptide sequence is YSLAGSSPF. The MHC is HLA-C07:02 with pseudo-sequence HLA-C07:02. The binding affinity (normalized) is 0.164. (5) The peptide sequence is TEWPQLKVA. The MHC is HLA-B27:03 with pseudo-sequence HLA-B27:03. The binding affinity (normalized) is 0.0847. (6) The binding affinity (normalized) is 0.0847. The MHC is HLA-A26:01 with pseudo-sequence HLA-A26:01. The peptide sequence is ARWLASTPL.